This data is from Reaction yield outcomes from USPTO patents with 853,638 reactions. The task is: Predict the reaction yield, written as a fraction of the theoretical maximum amount of product (1.0 means a 100% yield; for example, 0.34 means a 34% yield). (1) The reactants are N12CCCN=C1CC[CH2:4][CH2:3][CH2:2]2.[Cl:12][C:13]1[CH:14]=[C:15]([CH2:19][CH:20]([OH:39])/[CH:21]=[CH:22]/[C@H:23]2[CH2:28][CH2:27][CH2:26][C:25](=[O:29])[N:24]2[CH2:30][CH2:31][CH2:32][CH2:33][O:34][CH2:35][C:36]([OH:38])=[O:37])[CH:16]=[CH:17][CH:18]=1.IC(C)C. The catalyst is CC(C)=O. The product is [CH:3]([O:37][C:36](=[O:38])[CH2:35][O:34][CH2:33][CH2:32][CH2:31][CH2:30][N:24]1[C:25](=[O:29])[CH2:26][CH2:27][CH2:28][C@@H:23]1/[CH:22]=[CH:21]/[CH:20]([OH:39])[CH2:19][C:15]1[CH:16]=[CH:17][CH:18]=[C:13]([Cl:12])[CH:14]=1)([CH3:4])[CH3:2]. The yield is 0.500. (2) The reactants are [CH3:1][C:2]([CH3:24])([CH3:23])[CH2:3][N:4]1[C:8]2[N:9]=[C:10]([C:13]#[N:14])[N:11]=[CH:12][C:7]=2[CH:6]=[C:5]1[CH2:15][N:16]1[C:20](=[O:21])[CH2:19][NH:18][C:17]1=[O:22].C([O-])([O-])=O.[K+].[K+].[Cl:31][C:32]1[CH:39]=[CH:38][C:35]([CH2:36]Cl)=[CH:34][CH:33]=1. The catalyst is CN(C=O)C. The product is [Cl:31][C:32]1[CH:39]=[CH:38][C:35]([CH2:36][N:18]2[CH2:19][C:20](=[O:21])[N:16]([CH2:15][C:5]3[N:4]([CH2:3][C:2]([CH3:24])([CH3:23])[CH3:1])[C:8]4[N:9]=[C:10]([C:13]#[N:14])[N:11]=[CH:12][C:7]=4[CH:6]=3)[C:17]2=[O:22])=[CH:34][CH:33]=1. The yield is 0.730. (3) The reactants are [CH3:1][O:2][C:3]1[C:8]([C:9]([NH:11][CH3:12])=[O:10])=[C:7]([CH3:13])[N:6]=[C:5]([O:14][CH3:15])[CH:4]=1.[Li]CCCC.[CH2:21]([O:28][C:29]1[C:36]([CH3:37])=[CH:35][C:32](C#N)=[CH:31][C:30]=1[CH3:38])[C:22]1[CH:27]=[CH:26][CH:25]=[CH:24][CH:23]=1. The catalyst is C1COCC1. The product is [CH2:21]([O:28][C:29]1[C:36]([CH3:37])=[CH:35][C:32]([C:12]2[NH:11][C:9](=[O:10])[C:8]3[C:3]([O:2][CH3:1])=[CH:4][C:5]([O:14][CH3:15])=[N:6][C:7]=3[CH:13]=2)=[CH:31][C:30]=1[CH3:38])[C:22]1[CH:23]=[CH:24][CH:25]=[CH:26][CH:27]=1. The yield is 0.370. (4) The reactants are [C:1]1([C:7]2[NH:11][N:10]=NN=2)[CH:6]=[CH:5][CH:4]=[CH:3][CH:2]=1.[C:12](Cl)(=[O:17])[C:13]([CH3:16])([CH3:15])[CH3:14]. The product is [C:13]([C:12]1[O:17][C:7]([C:1]2[CH:2]=[CH:3][CH:4]=[CH:5][CH:6]=2)=[N:11][N:10]=1)([CH3:16])([CH3:15])[CH3:14]. The catalyst is N1C=CC=CC=1. The yield is 1.00.